From a dataset of Catalyst prediction with 721,799 reactions and 888 catalyst types from USPTO. Predict which catalyst facilitates the given reaction. (1) Reactant: [H-].[Al+3].[Li+].[H-].[H-].[H-].[CH2:7]([C:9]1[C:20]([C:21](=[O:23])[CH3:22])=[C:12]2[C:13]3[CH2:19][CH2:18][O:17][C:14]=3[CH:15]=[CH:16][N:11]2[N:10]=1)[CH3:8].O.O.O.O.O.O.O.O.O.O.S([O-])([O-])(=O)=O.[Na+].[Na+]. Product: [CH2:7]([C:9]1[C:20]([CH:21]([OH:23])[CH3:22])=[C:12]2[C:13]3[CH2:19][CH2:18][O:17][C:14]=3[CH:15]=[CH:16][N:11]2[N:10]=1)[CH3:8]. The catalyst class is: 7. (2) Reactant: [H-].[Na+].[C:3]1([OH:9])[CH:8]=[CH:7][CH:6]=[CH:5][CH:4]=1.Cl[C:11]1[CH:16]=[CH:15][C:14]([C:17]2[S:18][C:19]3[N:20]=[CH:21][N:22]=[CH:23][C:24]=3[N:25]=2)=[CH:13][C:12]=1[C:26]#[N:27].O. Product: [C:26]([C:12]1[CH:13]=[C:14]([C:17]2[S:18][C:19]3[N:20]=[CH:21][N:22]=[CH:23][C:24]=3[N:25]=2)[CH:15]=[CH:16][C:11]=1[O:9][C:3]1[CH:8]=[CH:7][CH:6]=[CH:5][CH:4]=1)#[N:27]. The catalyst class is: 16. (3) Product: [F:16][C:4]([F:3])([F:15])[C:5]1[N:6]=[CH:7][S:8][C:9]=1[C:10]([OH:12])=[O:11]. Reactant: [OH-].[Na+].[F:3][C:4]([F:16])([F:15])[C:5]1[N:6]=[CH:7][S:8][C:9]=1[C:10]([O:12]CC)=[O:11]. The catalyst class is: 8. (4) Reactant: CCCC[N+](CCCC)(CCCC)CCCC.[F-].[Si]([O:26][CH2:27][CH:28]1[CH2:32][CH2:31][N:30]([C:33](=[O:38])[C:34]([F:37])([F:36])[F:35])[CH2:29]1)(C(C)(C)C)(C)C. Product: [F:37][C:34]([F:35])([F:36])[C:33]([N:30]1[CH2:31][CH2:32][CH:28]([CH2:27][OH:26])[CH2:29]1)=[O:38]. The catalyst class is: 1. (5) Reactant: Br[C:2]1[CH:11]=[CH:10][C:9]2[N:8]3[C:12]([CH3:15])=[N:13][N:14]=[C:7]3[CH2:6][CH2:5][C:4]=2[C:3]=1[C:16]#[N:17].[F:18][C:19]1[CH:20]=[C:21](B(O)O)[CH:22]=[N:23][CH:24]=1.O1CCOCC1.C(=O)([O-])[O-].[Na+].[Na+]. Product: [F:18][C:19]1[CH:20]=[C:21]([C:2]2[CH:11]=[CH:10][C:9]3[N:8]4[C:12]([CH3:15])=[N:13][N:14]=[C:7]4[CH2:6][CH2:5][C:4]=3[C:3]=2[C:16]#[N:17])[CH:22]=[N:23][CH:24]=1. The catalyst class is: 263.